This data is from Catalyst prediction with 721,799 reactions and 888 catalyst types from USPTO. The task is: Predict which catalyst facilitates the given reaction. Reactant: [C:1]1(=O)[O:8][C:6](=[O:7])[CH2:5][CH2:4][CH2:3][CH2:2]1.Cl.[CH2:11]([O:18][C:19](=[O:25])[C@H:20]1[CH2:24][CH2:23][CH2:22][NH:21]1)[C:12]1[CH:17]=[CH:16][CH:15]=[CH:14][CH:13]=1.CN1CCOCC1.ON1C2C=CC=CC=2N=N1.Cl.CN(C)CCCN=C=NCC.[CH2:55]([O:57][C:58](=[O:64])[C@H:59]1[CH2:63][CH2:62][CH2:61][NH:60]1)[CH3:56]. Product: [CH2:11]([O:18][C:19]([C@H:20]1[CH2:24][CH2:23][CH2:22][N:21]1[C:1](=[O:8])[CH2:2][CH2:3][CH2:4][CH2:5][C:6]([N:60]1[CH2:61][CH2:62][CH2:63][C@@H:59]1[C:58]([O:57][CH2:55][CH3:56])=[O:64])=[O:7])=[O:25])[C:12]1[CH:13]=[CH:14][CH:15]=[CH:16][CH:17]=1. The catalyst class is: 4.